Task: Predict the reaction yield, written as a fraction of the theoretical maximum amount of product (1.0 means a 100% yield; for example, 0.34 means a 34% yield).. Dataset: Reaction yield outcomes from USPTO patents with 853,638 reactions (1) The yield is 0.840. The product is [C:44]([C:48]1[CH:67]=[CH:66][C:51]([CH2:52][N:53]([CH2:54][CH2:55][C:56]2[CH:61]=[CH:60][CH:59]=[C:58]([C:62]([F:65])([F:63])[F:64])[CH:57]=2)[C:10]([C:8]2[CH:7]=[CH:6][CH:5]=[C:4]3[C:9]=2[NH:1][CH:2]=[CH:3]3)=[O:12])=[CH:50][CH:49]=1)([CH3:47])([CH3:45])[CH3:46]. The reactants are [NH:1]1[C:9]2[C:4](=[CH:5][CH:6]=[CH:7][C:8]=2[C:10]([OH:12])=O)[CH:3]=[CH:2]1.CN(C(ON1N=NC2C=CC=CC1=2)=[N+](C)C)C.[B-](F)(F)(F)F.C(N(CC)C(C)C)(C)C.[C:44]([C:48]1[CH:67]=[CH:66][C:51]([CH2:52][NH:53][CH2:54][CH2:55][C:56]2[CH:61]=[CH:60][CH:59]=[C:58]([C:62]([F:65])([F:64])[F:63])[CH:57]=2)=[CH:50][CH:49]=1)([CH3:47])([CH3:46])[CH3:45]. The catalyst is CN(C=O)C.O. (2) The reactants are [C:1]([O:5][C:6]([N:8]1[CH2:11][CH2:10][C@H:9]1[CH2:12]OS(C)(=O)=O)=[O:7])([CH3:4])([CH3:3])[CH3:2].C([BH-](CC)CC)C.[Li+].C(OCC)(=O)C. The catalyst is C1COCC1. The product is [C:1]([O:5][C:6]([N:8]1[CH2:11][CH2:10][C@H:9]1[CH3:12])=[O:7])([CH3:4])([CH3:2])[CH3:3]. The yield is 0.300. (3) The reactants are COC1C([N+]([O-])=O)=CC=CC=1C=O.C1OCCOCCOCCOCCOCCOC1.[Cl-].COC[P+](C1C=CC=CC=1)(C1C=CC=CC=1)C1C=CC=CC=1.C(=O)([O-])[O-].[K+].[K+].[CH3:61][O:62][C:63]1[C:68]([N+:69]([O-:71])=[O:70])=[CH:67][CH:66]=[CH:65][C:64]=1/[CH:72]=[CH:73]/[O:74]C.COC1C([N+]([O-])=O)=CC=CC=1/C=C\OC.C(=O)([O-])[O-].[Na+].[Na+]. The catalyst is C1COCC1.Cl. The product is [CH3:61][O:62][C:63]1[C:68]([N+:69]([O-:71])=[O:70])=[CH:67][CH:66]=[CH:65][C:64]=1[CH2:72][CH:73]=[O:74]. The yield is 0.540. (4) The reactants are [O:1]1[C:5]2[CH:6]=[CH:7][CH:8]=[CH:9][C:4]=2[C:3]([NH:10][C:11](=[O:18])OCC(Cl)(Cl)Cl)=[N:2]1.[F:19][C:20]1[C:25]([F:26])=[CH:24][CH:23]=[CH:22][C:21]=1[C:27]1[CH:32]=[CH:31][N:30]=[C:29]([N:33]2[CH2:38][CH2:37][NH:36][CH2:35][CH2:34]2)[CH:28]=1. No catalyst specified. The product is [O:1]1[C:5]2[CH:6]=[CH:7][CH:8]=[CH:9][C:4]=2[C:3]([NH:10][C:11]([N:36]2[CH2:37][CH2:38][N:33]([C:29]3[CH:28]=[C:27]([C:21]4[CH:22]=[CH:23][CH:24]=[C:25]([F:26])[C:20]=4[F:19])[CH:32]=[CH:31][N:30]=3)[CH2:34][CH2:35]2)=[O:18])=[N:2]1. The yield is 0.500.